Dataset: NCI-60 drug combinations with 297,098 pairs across 59 cell lines. Task: Regression. Given two drug SMILES strings and cell line genomic features, predict the synergy score measuring deviation from expected non-interaction effect. (1) Cell line: IGROV1. Drug 1: C1=NNC2=C1C(=O)NC=N2. Drug 2: COCCOC1=C(C=C2C(=C1)C(=NC=N2)NC3=CC=CC(=C3)C#C)OCCOC.Cl. Synergy scores: CSS=11.5, Synergy_ZIP=4.16, Synergy_Bliss=4.55, Synergy_Loewe=2.76, Synergy_HSA=5.10. (2) Drug 1: C1=CC=C(C(=C1)C(C2=CC=C(C=C2)Cl)C(Cl)Cl)Cl. Drug 2: CC1C(C(CC(O1)OC2CC(CC3=C2C(=C4C(=C3O)C(=O)C5=CC=CC=C5C4=O)O)(C(=O)C)O)N)O. Cell line: HS 578T. Synergy scores: CSS=61.2, Synergy_ZIP=1.15, Synergy_Bliss=2.75, Synergy_Loewe=7.27, Synergy_HSA=8.47.